From a dataset of Full USPTO retrosynthesis dataset with 1.9M reactions from patents (1976-2016). Predict the reactants needed to synthesize the given product. (1) Given the product [Cl:1][C:2]1[CH:17]=[CH:16][C:5]2[N:6]=[C:7]([NH:9][CH2:10][CH:11]3[CH2:15][CH2:14][N:13]([C:23]([C:22]4[C:26]([O:30][CH3:31])=[CH:27][CH:28]=[CH:29][C:21]=4[O:20][CH3:19])=[O:24])[CH2:12]3)[O:8][C:4]=2[CH:3]=1, predict the reactants needed to synthesize it. The reactants are: [Cl:1][C:2]1[CH:17]=[CH:16][C:5]2[N:6]=[C:7]([NH:9][CH2:10][CH:11]3[CH2:15][CH2:14][NH:13][CH2:12]3)[O:8][C:4]=2[CH:3]=1.Cl.[CH3:19][O:20][C:21]1[CH:29]=[CH:28][CH:27]=[C:26]([O:30][CH3:31])[C:22]=1[C:23](Cl)=[O:24].CCN(CC)CC. (2) Given the product [F:36][C:28]1[CH:29]=[CH:30][C:31]([N+:33]([O-:35])=[O:34])=[CH:32][C:27]=1[C@:21]12[CH2:23][O:24][C@H:25]([CH3:26])[C@H:20]1[C:19](=[O:37])[N:18]([CH3:38])[C:17]([NH:16][C:9](=[O:10])[O:11][C:12]([CH3:13])([CH3:14])[CH3:15])=[N:22]2, predict the reactants needed to synthesize it. The reactants are: [C:9](O[C:9]([O:11][C:12]([CH3:15])([CH3:14])[CH3:13])=[O:10])([O:11][C:12]([CH3:15])([CH3:14])[CH3:13])=[O:10].[NH2:16][C:17]1[N:18]([CH3:38])[C:19](=[O:37])[C@@H:20]2[C@@H:25]([CH3:26])[O:24][CH2:23][C@:21]2([C:27]2[CH:32]=[C:31]([N+:33]([O-:35])=[O:34])[CH:30]=[CH:29][C:28]=2[F:36])[N:22]=1.C(N(C(C)C)C(C)C)C. (3) Given the product [F:26][CH2:27][CH2:28][NH:29][C:8]([NH:9][C:10]1[CH:15]=[CH:14][C:13]([B:16]2[O:17][C:18]([CH3:23])([CH3:24])[C:19]([CH3:22])([CH3:21])[O:20]2)=[CH:12][CH:11]=1)=[O:7], predict the reactants needed to synthesize it. The reactants are: C1([O:7][C:8](=O)[NH:9][C:10]2[CH:15]=[CH:14][C:13]([B:16]3[O:20][C:19]([CH3:22])([CH3:21])[C:18]([CH3:24])([CH3:23])[O:17]3)=[CH:12][CH:11]=2)C=CC=CC=1.[F:26][CH2:27][CH2:28][NH2:29]. (4) Given the product [C:31]([C:33]1[CH:34]=[C:35]([C:46]2[CH:51]=[CH:50][N:49]=[C:48]([NH:52][C:53]3[CH:54]=[CH:55][C:56]([C:57]([O:59][CH3:60])=[O:58])=[CH:61][CH:62]=3)[N:47]=2)[CH:36]=[CH:37][C:38]=1[O:39][CH:40]1[CH2:41][CH2:42][N:43]([C:25](=[O:29])[C@H:26]([OH:27])[CH3:28])[CH2:44][CH2:45]1)#[N:32], predict the reactants needed to synthesize it. The reactants are: CN(C(ON1N=NC2C=CC=NC1=2)=[N+](C)C)C.F[P-](F)(F)(F)(F)F.[C:25](O)(=[O:29])[CH:26]([CH3:28])[OH:27].[C:31]([C:33]1[CH:34]=[C:35]([C:46]2[CH:51]=[CH:50][N:49]=[C:48]([NH:52][C:53]3[CH:62]=[CH:61][C:56]([C:57]([O:59][CH3:60])=[O:58])=[CH:55][CH:54]=3)[N:47]=2)[CH:36]=[CH:37][C:38]=1[O:39][CH:40]1[CH2:45][CH2:44][NH:43][CH2:42][CH2:41]1)#[N:32]. (5) Given the product [CH3:1][O:2][C:3]1[C:12]([NH:13][C:14]([N:33]2[CH2:32][CH2:31][N:30]([C:26]3[CH:27]=[CH:28][CH:29]=[C:24]([Br:23])[CH:25]=3)[CH2:35][CH2:34]2)=[O:22])=[N:11][C:10]2[C:5](=[CH:6][CH:7]=[CH:8][CH:9]=2)[N:4]=1, predict the reactants needed to synthesize it. The reactants are: [CH3:1][O:2][C:3]1[C:12]([NH:13][C:14](=[O:22])OC2C=CC=CC=2)=[N:11][C:10]2[C:5](=[CH:6][CH:7]=[CH:8][CH:9]=2)[N:4]=1.[Br:23][C:24]1[CH:25]=[C:26]([N:30]2[CH2:35][CH2:34][NH:33][CH2:32][CH2:31]2)[CH:27]=[CH:28][CH:29]=1.